Dataset: Forward reaction prediction with 1.9M reactions from USPTO patents (1976-2016). Task: Predict the product of the given reaction. Given the reactants [ClH:1].[N:2]12[CH2:9][CH2:8][CH:5]([CH2:6][CH2:7]1)[C@@H:4]([NH:10][C:11]([C:13]1[O:14][C:15]3[C:21]([C:22]4[CH:23]=[C:24]([CH:28]=[CH:29][CH:30]=4)[C:25](O)=[O:26])=[CH:20][CH:19]=[CH:18][C:16]=3[CH:17]=1)=[O:12])[CH2:3]2.[CH3:31][NH:32][CH2:33][CH3:34], predict the reaction product. The product is: [ClH:1].[N:2]12[CH2:9][CH2:8][CH:5]([CH2:6][CH2:7]1)[C@@H:4]([NH:10][C:11]([C:13]1[O:14][C:15]3[C:21]([C:22]4[CH:30]=[CH:29][CH:28]=[C:24]([C:25]([N:32]([CH2:33][CH3:34])[CH3:31])=[O:26])[CH:23]=4)=[CH:20][CH:19]=[CH:18][C:16]=3[CH:17]=1)=[O:12])[CH2:3]2.